This data is from Catalyst prediction with 721,799 reactions and 888 catalyst types from USPTO. The task is: Predict which catalyst facilitates the given reaction. (1) Reactant: [Cl-:1].[Br:2][C:3]1[O:7][C:6]([C:8]([OH:10])=O)=[CH:5][CH:4]=1. Product: [Br:2][C:3]1[O:7][C:6]([C:8]([Cl:1])=[O:10])=[CH:5][CH:4]=1. The catalyst class is: 1. (2) Reactant: [Cl:1][C:2]1[CH:3]=[C:4]([C:8]2[C:13]([O:14][CH3:15])=[CH:12][CH:11]=[C:10]([CH2:16][C:17]3[CH:18]=[CH:19][C:20]([N:23]4[CH2:26][CH2:25][C@H:24]4[C:27](O)=[O:28])=[N:21][CH:22]=3)[C:9]=2[F:30])[CH:5]=[CH:6][CH:7]=1.C([N:34](CC)C(C)C)(C)C.C(OC(Cl)=O)C(C)C.N.CO. Product: [Cl:1][C:2]1[CH:3]=[C:4]([C:8]2[C:13]([O:14][CH3:15])=[CH:12][CH:11]=[C:10]([CH2:16][C:17]3[CH:18]=[CH:19][C:20]([N:23]4[CH2:26][CH2:25][C@H:24]4[C:27]([NH2:34])=[O:28])=[N:21][CH:22]=3)[C:9]=2[F:30])[CH:5]=[CH:6][CH:7]=1. The catalyst class is: 20. (3) Reactant: [Cl:1][C:2]1[C:3]([NH:24][C:25]2[CH:34]=[CH:33][CH:32]=[CH:31][C:26]=2[O:27][CH2:28][C:29]#[N:30])=[N:4][C:5]([NH:8][C:9]2[CH:23]=[CH:22][C:12]3[CH2:13][CH2:14][N:15]([CH2:18][CH2:19][O:20][CH3:21])[CH2:16][CH2:17][C:11]=3[CH:10]=2)=[N:6][CH:7]=1.[OH-:35].[Na+]. Product: [Cl:1][C:2]1[C:3]([NH:24][C:25]2[CH:34]=[CH:33][CH:32]=[CH:31][C:26]=2[O:27][CH2:28][C:29]([NH2:30])=[O:35])=[N:4][C:5]([NH:8][C:9]2[CH:23]=[CH:22][C:12]3[CH2:13][CH2:14][N:15]([CH2:18][CH2:19][O:20][CH3:21])[CH2:16][CH2:17][C:11]=3[CH:10]=2)=[N:6][CH:7]=1. The catalyst class is: 6.